The task is: Predict the reactants needed to synthesize the given product.. This data is from Full USPTO retrosynthesis dataset with 1.9M reactions from patents (1976-2016). Given the product [CH3:1][O:2][C:3](=[O:16])[C:4]1[C:5]([O:15][CH2:18][C:19]2[CH:20]=[CH:21][C:22]([O:23][CH2:24][C:25]3[N:26]=[C:27]([C:31]4[CH:36]=[CH:35][CH:34]=[CH:33][CH:32]=4)[O:28][C:29]=3[CH3:30])=[CH:37][CH:38]=2)=[CH:6][C:7]([O:11][CH2:12][CH2:13][CH3:14])=[CH:8][C:9]=1[CH3:10], predict the reactants needed to synthesize it. The reactants are: [CH3:1][O:2][C:3](=[O:16])[C:4]1[C:9]([CH3:10])=[CH:8][C:7]([O:11][CH2:12][CH2:13][CH3:14])=[CH:6][C:5]=1[OH:15].Br[CH2:18][C:19]1[CH:38]=[CH:37][C:22]([O:23][CH2:24][C:25]2[N:26]=[C:27]([C:31]3[CH:36]=[CH:35][CH:34]=[CH:33][CH:32]=3)[O:28][C:29]=2[CH3:30])=[CH:21][CH:20]=1.C(=O)([O-])[O-].[K+].[K+].CCOC(C)=O.